Dataset: Peptide-MHC class II binding affinity with 134,281 pairs from IEDB. Task: Regression. Given a peptide amino acid sequence and an MHC pseudo amino acid sequence, predict their binding affinity value. This is MHC class II binding data. (1) The MHC is DRB3_0101 with pseudo-sequence DRB3_0101. The binding affinity (normalized) is 0. The peptide sequence is SERPAIVPPADKYRT. (2) The peptide sequence is EKKYEAATQFEPLAA. The MHC is HLA-DPA10103-DPB10401 with pseudo-sequence HLA-DPA10103-DPB10401. The binding affinity (normalized) is 0.431. (3) The peptide sequence is VADAYITLVTLPKSS. The MHC is HLA-DQA10104-DQB10503 with pseudo-sequence HLA-DQA10104-DQB10503. The binding affinity (normalized) is 0.351. (4) The MHC is DRB1_1501 with pseudo-sequence DRB1_1501. The binding affinity (normalized) is 0.604. The peptide sequence is IKVLVAMASINTLTL.